From a dataset of Catalyst prediction with 721,799 reactions and 888 catalyst types from USPTO. Predict which catalyst facilitates the given reaction. (1) Reactant: [Br:1][C:2]1[CH:7]=[C:6](SC(C)C)[CH:5]=[CH:4][C:3]=1[CH3:12].O[O:14][S:15]([O-:17])=O.[K+].[CH2:19]1[CH2:23]OC[CH2:20]1. Product: [Br:1][C:2]1[CH:7]=[C:6]([S:15]([CH:19]([CH3:23])[CH3:20])(=[O:17])=[O:14])[CH:5]=[CH:4][C:3]=1[CH3:12]. The catalyst class is: 69. (2) Reactant: [H-].[Na+].[F:3][C:4]([F:13])([F:12])[C:5]1([OH:11])[CH2:10][CH2:9][O:8][CH2:7][CH2:6]1.[C:14](=O)([O:22]C1C=CC=CN=1)[O:15][C:16]1[CH:21]=[CH:20][CH:19]=[CH:18][N:17]=1. Product: [C:14](=[O:22])([O:11][C:5]1([C:4]([F:3])([F:12])[F:13])[CH2:6][CH2:7][O:8][CH2:9][CH2:10]1)[O:15][C:16]1[CH:21]=[CH:20][CH:19]=[CH:18][N:17]=1. The catalyst class is: 49. (3) Reactant: [C:1]([O:5][C:6]([N:8]1[CH2:13][CH2:12][CH2:11][CH2:10][CH:9]1[CH:14]=O)=[O:7])([CH3:4])([CH3:3])[CH3:2].Cl.[NH2:17][OH:18]. Product: [C:1]([O:5][C:6]([N:8]1[CH2:13][CH2:12][CH2:11][CH2:10][CH:9]1[CH:14]=[N:17][OH:18])=[O:7])([CH3:4])([CH3:3])[CH3:2]. The catalyst class is: 228.